Dataset: Full USPTO retrosynthesis dataset with 1.9M reactions from patents (1976-2016). Task: Predict the reactants needed to synthesize the given product. (1) Given the product [Br:1][C:2]1[CH:3]=[C:4]([C:8]([NH:12][C:13](=[O:19])[O:14][CH2:15][CH2:18][CH2:32][CH3:33])([CH3:11])[CH2:9][NH:21][CH3:20])[CH:5]=[CH:6][CH:7]=1, predict the reactants needed to synthesize it. The reactants are: [Br:1][C:2]1[CH:3]=[C:4]([C:8]([NH:12][C:13](=[O:19])[O:14][C:15]([CH3:18])(C)C)([CH3:11])[CH:9]=O)[CH:5]=[CH:6][CH:7]=1.[CH3:20][NH2:21].C(O[BH-](O[C:32](=O)[CH3:33])OC(=O)C)(=O)C.[Na+]. (2) Given the product [CH2:1]([N:23]([S:24](=[O:25])(=[O:26])[NH2:27])[C:16](=[O:17])[O:18][C:19]([CH3:22])([CH3:21])[CH3:20])[CH:2]=[CH:3][C:4]1[CH:9]=[CH:8][CH:7]=[CH:6][CH:5]=1, predict the reactants needed to synthesize it. The reactants are: [CH2:1](Br)[CH:2]=[CH:3][C:4]1[CH:9]=[CH:8][CH:7]=[CH:6][CH:5]=1.CN(C)C=O.[C:16]([NH:23][S:24]([NH2:27])(=[O:26])=[O:25])([O:18][C:19]([CH3:22])([CH3:21])[CH3:20])=[O:17].C(=O)([O-])[O-].[K+].[K+]. (3) Given the product [O:19]([CH2:26][C:27]([NH:29][C:30]1[CH:66]=[CH:65][N:33]([C@@H:34]2[O:64][C@H:38]([CH2:39][O:40][C:41]([C:58]3[CH:59]=[CH:60][CH:61]=[CH:62][CH:63]=3)([C:42]3[CH:47]=[CH:46][C:45]([O:48][CH3:49])=[CH:44][CH:43]=3)[C:50]3[CH:51]=[CH:52][C:53]([O:56][CH3:57])=[CH:54][CH:55]=3)[C@@H:36]([O:37][P:8]([N:12]([CH:13]([CH3:14])[CH3:15])[CH:16]([CH3:17])[CH3:18])([O:9][CH2:88][CH2:87][O:86][CH2:85][CH2:84][O:83][C@@H:82]3[O:90][C@H:91]([CH2:102][O:103][C:104](=[O:106])[CH3:105])[C@@H:92]([O:98][C:99](=[O:101])[CH3:100])[C@H:93]([O:94][C:95](=[O:97])[CH3:96])[C@H:81]3[O:80][C:77](=[O:79])[CH3:78])=[O:10])[CH2:35]2)[C:32](=[O:67])[N:31]=1)=[O:28])[C:20]1[CH:21]=[CH:22][CH:23]=[CH:24][CH:25]=1, predict the reactants needed to synthesize it. The reactants are: C(N([P:8]([N:12]([CH:16]([CH3:18])[CH3:17])[CH:13]([CH3:15])[CH3:14])(Cl)([O-:10])[O-:9])C(C)C)(C)C.[O:19]([CH2:26][C:27]([NH:29][C:30]1[CH:66]=[CH:65][N:33]([C@@H:34]2[O:64][C@H:38]([CH2:39][O:40][C:41]([C:58]3[CH:63]=[CH:62][CH:61]=[CH:60][CH:59]=3)([C:50]3[CH:55]=[CH:54][C:53]([O:56][CH3:57])=[CH:52][CH:51]=3)[C:42]3[CH:47]=[CH:46][C:45]([O:48][CH3:49])=[CH:44][CH:43]=3)[C@@H:36]([OH:37])[CH2:35]2)[C:32](=[O:67])[N:31]=1)=[O:28])[C:20]1[CH:25]=[CH:24][CH:23]=[CH:22][CH:21]=1.C(N(C(C)C)C(C)C)C.[C:77]([O:80][C@@H:81]1[C@@H:93]([O:94][C:95](=[O:97])[CH3:96])[C@H:92]([O:98][C:99](=[O:101])[CH3:100])[C@@H:91]([CH2:102][O:103][C:104](=[O:106])[CH3:105])[O:90][C@H:82]1[O:83][CH2:84][CH2:85][O:86][CH2:87][CH2:88]O)(=[O:79])[CH3:78].N1C=NN=N1. (4) Given the product [F:10][C:11]1[CH:16]=[C:15]([NH2:17])[CH:14]=[CH:13][C:12]=1[NH2:18], predict the reactants needed to synthesize it. The reactants are: FC1C=C(N)C=CC=1F.[F:10][C:11]1[CH:16]=[C:15]([NH2:17])[CH:14]=[CH:13][C:12]=1[NH2:18].[NH4+].[OH-]. (5) Given the product [CH:1]1([O:6][C:7]2[CH:8]=[C:9]([CH:10]([OH:11])[CH3:20])[CH:12]=[CH:13][C:14]=2[O:15][CH3:16])[CH2:2][CH2:3][CH2:4][CH2:5]1, predict the reactants needed to synthesize it. The reactants are: [CH:1]1([O:6][C:7]2[CH:8]=[C:9]([CH:12]=[CH:13][C:14]=2[O:15][CH3:16])[CH:10]=[O:11])[CH2:5][CH2:4][CH2:3][CH2:2]1.[Cl-].[NH4+].Cl.[CH:20]1(OC2C=C(C=C(OC)C=2)C=O)CCCC1. (6) Given the product [NH2:1][C:2]1[N:7]=[C:6]([N:8]2[CH2:32][CH2:31][C:11]3([CH2:15][NH:14][C@H:13]([C:26]([O:28][CH2:29][CH3:30])=[O:27])[CH2:12]3)[CH2:10][CH2:9]2)[CH:5]=[C:4]([O:33][C@H:34]([C:39]2[CH:44]=[CH:43][C:42]([C:45]3[CH:50]=[CH:49][C:48]([CH3:51])=[C:47]([CH2:52][OH:53])[CH:46]=3)=[CH:41][C:40]=2[N:54]2[CH:58]=[CH:57][C:56]([CH3:59])=[N:55]2)[C:35]([F:38])([F:37])[F:36])[N:3]=1, predict the reactants needed to synthesize it. The reactants are: [NH2:1][C:2]1[N:7]=[C:6]([N:8]2[CH2:32][CH2:31][C:11]3([CH2:15][N:14](C(OCC4C=CC=CC=4)=O)[C@H:13]([C:26]([O:28][CH2:29][CH3:30])=[O:27])[CH2:12]3)[CH2:10][CH2:9]2)[CH:5]=[C:4]([O:33][C@H:34]([C:39]2[CH:44]=[CH:43][C:42]([C:45]3[CH:50]=[CH:49][C:48]([CH3:51])=[C:47]([CH2:52][OH:53])[CH:46]=3)=[CH:41][C:40]=2[N:54]2[CH:58]=[CH:57][C:56]([CH3:59])=[N:55]2)[C:35]([F:38])([F:37])[F:36])[N:3]=1. (7) Given the product [C:24]1([NH:23][C:22]([C:19]2[CH:20]=[CH:21][C:15]3[N:14]=[C:13]([C:9]4[C:8]([CH3:35])=[CH:7][C:6]([CH2:5][CH2:4][C:3]([OH:36])=[O:2])=[CH:11][C:10]=4[CH3:12])[NH:17][C:16]=3[CH:18]=2)=[O:34])[C:33]2[C:28](=[CH:29][CH:30]=[CH:31][CH:32]=2)[CH:27]=[CH:26][N:25]=1, predict the reactants needed to synthesize it. The reactants are: C[O:2][C:3](=[O:36])[CH2:4][CH2:5][C:6]1[CH:11]=[C:10]([CH3:12])[C:9]([C:13]2[NH:17][C:16]3[CH:18]=[C:19]([C:22](=[O:34])[NH:23][C:24]4[C:33]5[C:28](=[CH:29][CH:30]=[CH:31][CH:32]=5)[CH:27]=[CH:26][N:25]=4)[CH:20]=[CH:21][C:15]=3[N:14]=2)=[C:8]([CH3:35])[CH:7]=1.[OH-].[Na+].Cl. (8) Given the product [ClH:41].[CH:10]1[C:11]2[CH:12]([CH2:14][O:15][C:16]([NH:18][C@H:19]([CH2:27][C:28]3[CH:29]=[N:30][CH:31]=[N:32][C:33]=3[C:34]3[CH:39]=[CH:38][CH:37]=[CH:36][C:35]=3[CH3:40])[C:20]([OH:22])=[O:21])=[O:17])[C:13]3[C:5](=[CH:4][CH:3]=[CH:2][CH:1]=3)[C:6]=2[CH:7]=[CH:8][CH:9]=1, predict the reactants needed to synthesize it. The reactants are: [CH:1]1[C:13]2[CH:12]([CH2:14][O:15][C:16]([NH:18][C@H:19]([CH2:27][C:28]3[CH:29]=[N:30][CH:31]=[N:32][C:33]=3[C:34]3[CH:39]=[CH:38][CH:37]=[CH:36][C:35]=3[CH3:40])[C:20]([O:22]C(C)(C)C)=[O:21])=[O:17])[C:11]3[C:6](=[CH:7][CH:8]=[CH:9][CH:10]=3)[C:5]=2[CH:4]=[CH:3][CH:2]=1.[Cl-:41].[Ca+2].[Cl-]. (9) Given the product [CH3:8][C:2]([C:9]1[CH:10]=[CH:11][C:12]([C:15]2[CH:20]=[CH:19][C:18]([C:21]([F:23])([F:24])[F:22])=[CH:17][N:16]=2)=[CH:13][CH:14]=1)([CH3:1])[C:3]([OH:5])=[O:4], predict the reactants needed to synthesize it. The reactants are: [CH3:1][C:2]([C:9]1[CH:14]=[CH:13][C:12]([C:15]2[CH:20]=[CH:19][C:18]([C:21]([F:24])([F:23])[F:22])=[CH:17][N:16]=2)=[CH:11][CH:10]=1)([CH3:8])[C:3]([O:5]CC)=[O:4].BrC1C=CC(C(C)(C)C(OCC)=O)=CC=1.